From a dataset of Catalyst prediction with 721,799 reactions and 888 catalyst types from USPTO. Predict which catalyst facilitates the given reaction. (1) Reactant: [O:1](C(O)C)[C:2]1[CH:7]=[CH:6][CH:5]=[CH:4][CH:3]=1. The catalyst class is: 6. Product: [CH2:2]([OH:1])[CH2:7][CH2:6][CH2:5][CH2:4][CH2:3][CH2:6][CH2:7][CH2:2][CH2:3][CH2:4][CH3:5]. (2) Reactant: C(OC(=O)[NH:10][C:11]1[C:12](=[O:25])[N:13]([CH2:21][CH2:22][CH2:23][CH3:24])[C:14]2[CH2:15][CH2:16][CH2:17][CH2:18][C:19]=2[CH:20]=1)C1C=CC=CC=1.[C:27]([OH:30])(=[O:29])[CH3:28]. Product: [C:27]([OH:30])(=[O:29])[CH3:28].[NH2:10][C:11]1[C:12](=[O:25])[N:13]([CH2:21][CH2:22][CH2:23][CH3:24])[C:14]2[CH2:15][CH2:16][CH2:17][CH2:18][C:19]=2[CH:20]=1. The catalyst class is: 19.